This data is from Experimentally validated miRNA-target interactions with 360,000+ pairs, plus equal number of negative samples. The task is: Binary Classification. Given a miRNA mature sequence and a target amino acid sequence, predict their likelihood of interaction. (1) The miRNA is hsa-miR-93-5p with sequence CAAAGUGCUGUUCGUGCAGGUAG. The protein sequence of the target gene is MCRMSFKKETPLANAAFWAARRGNLALLKLLLNSGRVDVDCRDSHGTTLLMVAAYAGHIDCVRELVLQGADINLQRESGTTALFFAAQQGHNDVVRFLFGFGASTEFRTKDGGTALLAASQYGHMQVVETLLKHGANIHDQLYDGATALFLAAQGGYLDVIRLLLASGAKVNQPRQDGTAPLWIASQMGHSEVVRVMLLRGADRDAARNDGTTALLKAANKGYNDVIKELLKFSPTLGILKNGTSALHAAVLSGNIKTVALLLEAGADPSLRNKANELPAELTKNERILRLLRSKEGPRK.... Result: 1 (interaction). (2) The miRNA is hsa-miR-503-5p with sequence UAGCAGCGGGAACAGUUCUGCAG. The protein sequence of the target gene is MAAAGAPDGMEEPGMDTEAETVATEAPARPVNCLEAEAAAGAAAEDSGAARGSLQPAPAQPPGDPAAQASVSNGEDAGGGAGRELVDLKIIWNKTKHDVKFPLDSTGSELKQKIHSITGLPPAMQKVMYKGLVPEDKTLREIKVTSGAKIMVVGSTINDVLAVNTPKDAAQQDAKAEENKKEPLCRQKQHRKVLDKGKPEDVMPSVKGAQERLPTVPLSGMYNKSGGKVRLTFKLEQDQLWIGTKERTEKLPMGSIKNVVSEPIEGHEDYHMMAFQLGPTEASYYWVYWVPTQYVDAIKD.... Result: 1 (interaction). (3) The miRNA is hsa-miR-6785-3p with sequence ACAUCGCCCCACCUUCCCCAG. The protein sequence of the target gene is MEKGPVRAPAEKPRGARCSNGFPERDPPRPGPSRPAEKPPRPEAKSAQPADGWKGERPRSEEDNELNLPNLAAAYSSILSSLGENPQRQGLLKTPWRAASAMQFFTKGYQETISDVLNDAIFDEDHDEMVIVKDIDMFSMCEHHLVPFVGKVHIGYLPNKQVLGLSKLARIVEIYSRRLQVQERLTKQIAVAITEALRPAGVGVVVEATHMCMVMRGVQKMNSKTVTSTMLGVFREDPKTREEFLTLIRS. Result: 0 (no interaction). (4) The miRNA is mmu-miR-216a-5p with sequence UAAUCUCAGCUGGCAACUGUGA. The protein sequence of the target gene is MAELDIGQHCQVEHCRQRDFLPFVCDDCSGIFCLEHRSRESHGCPEVTVINERLKTDQHTSYPCSFKDCAERELVAVICPYCEKNFCLRHRHQSDHECEKLEIPKPRMAATQKLVKDIIDSKTGETASKRWKGAKNSETAAKVALMKLKMHADGDKSLPQTERIYFQVFLPKGSKEKSKPMFFCHRWSIGKAIDFAASLARLKNDNNKFTAKKLRLCHITSGEALPLDHTLETWIAKEDCPLYNGGNIILEYLNDEEQFCKNVESYLE. Result: 0 (no interaction). (5) The miRNA is hsa-miR-3910 with sequence AAAGGCAUAAAACCAAGACA. The protein sequence of the target gene is MSCSKAYGERYVASVQGSAPSPRKKSTRGFYFAKLYYEAKEYDLAKKYICTYINVREMDPRAHRFLGLLYELEENTEKAVECYRRSVELNPTQKDLVLKIAELLCKNDVTDGRAEYWVERAAKLFPGSPAIYKLKEQLLDCEGEDGWNKLFDLIQSELYVRPDDVHVNIRLVELYRSTKRLKDAVARCHEAERNIALRSSLEWNSCVVQTLKEYLESLQCLESDKSDWRATNTDLLLAYANLMLLTLSTRDVQESRELLESFDSALQSAKSSLGGNDELSATFLEMKGHFYMHAGSLLLK.... Result: 0 (no interaction). (6) The miRNA is hsa-miR-520g-5p with sequence UCUAGAGGAAGCACUUUCUGUUU. The protein sequence of the target gene is MCSHFTQDFLPVQGIEDSFHKLILRRYEKCGHDNLQLRKGCKSMNVCKVQKGVYNGINKCLSNTQSKIFQCNARVKVFSKFANSNKDKTRHTGEKHFKCNECGKSFQKFSDLTQHKGIHAGEKPYTCEERGKDFGWYTDLNQHKKIHTGEKPYKCEECGKAFNRSTNLTAHKRIHNREKAYTGEDRDRAFGWSTNLNEYKKIHTGDKPYKCKECGKAFMHSSHLNKHEKIHTGEKPYKCKECGKVISSSSSFAKHKRIHTGEKPFKCLECGKAFNISTTLTKHRRIHTGEKPYTCEVCGK.... Result: 0 (no interaction). (7) The miRNA is hsa-miR-362-3p with sequence AACACACCUAUUCAAGGAUUCA. The protein sequence of the target gene is MPECWDGEHDIETPYGLLHVVIRGSPKGNRPAILTYHDVGLNHKLCFNTFFNFEDMQEITKHFVVCHVDAPGQQVGASQFPQGYQFPSMEQLAAMLPSVVQHFGFKYVIGIGVGAGAYVLAKFALIFPDLVEGLVLVNIDPNGKGWIDWAATKLSGLTSTLPDTVLSHLFSQEELVNNTELVQSYRQQIGNVVNQANLQLFWNMYNSRRDLDINRPGTVPNAKTLRCPVMLVVGDNAPAEDGVVECNSKLDPTTTTFLKMADSGGLPQVTQPGKLTEAFKYFLQGMGYIAYLKDRRLSGG.... Result: 1 (interaction). (8) The miRNA is mmu-miR-669m-3p with sequence AUAUACAUCCACACAAACAUAU. The protein sequence of the target gene is MRDPVSSQYSSFLFWRMPIPELDLSELEGLGLSDTPTYESKDSSSVGKMNGQASGTEQKNPEGDPLLEYSTFNFWRAPIASIHSVDLDLL. Result: 0 (no interaction). (9) The miRNA is mmu-miR-467e-5p with sequence AUAAGUGUGAGCAUGUAUAUGU. The protein sequence of the target gene is MDSQRELAEELRLYQSTLLQDGLKDLLEEKKFIDCTLKAGDKSFPCHRLILSACSPYFREYFLSEIEEEKKKEVALDNVDPAILDLIIKYLYSASIDLNDGNVQDIFALSSRFQIPSVFTVCVSYLQKRLAPGNCLAILRLGLLLDCPRLAISAREFVSDRFVQICKEEDFMQLSPQELISVISNDSLNVEKEEVVFEAVMKWVRTDKENRAKNLSEVFDCIRFRLMAEKYFKDHVEKDDIIKSNPEVQKKIKVLKDAFAGKLPEPSKNAEKAGAGEVNGDVGDEDLLPGYLNDIPRHGM.... Result: 0 (no interaction).